This data is from Catalyst prediction with 721,799 reactions and 888 catalyst types from USPTO. The task is: Predict which catalyst facilitates the given reaction. (1) Reactant: Cl.[CH3:2][O:3][NH2:4].[F:5][C:6]1[CH:7]=[C:8]([CH:31]=[CH:32][CH:33]=1)[CH2:9][N:10]1[C:22]2[CH2:21][CH2:20][C@@H:19]([NH:23][C:24](=[O:28])[CH:25]([CH3:27])[CH3:26])[CH2:18][C:17]=2[C:16]2[C:11]1=[CH:12][CH:13]=[C:14]([CH:29]=O)[CH:15]=2. Product: [F:5][C:6]1[CH:7]=[C:8]([CH:31]=[CH:32][CH:33]=1)[CH2:9][N:10]1[C:22]2[CH2:21][CH2:20][C@@H:19]([NH:23][C:24](=[O:28])[CH:25]([CH3:26])[CH3:27])[CH2:18][C:17]=2[C:16]2[C:11]1=[CH:12][CH:13]=[C:14]([CH:29]=[N:4][O:3][CH3:2])[CH:15]=2. The catalyst class is: 436. (2) Reactant: [CH3:1][O:2][C:3]([CH:5]1[CH2:9][CH2:8][N:7]([C:10]([O:12][C:13]([CH3:16])([CH3:15])[CH3:14])=[O:11])[CH2:6]1)=[O:4].[Li+].[CH3:18][CH:19]([N-]C(C)C)[CH3:20].C(Br)C=C. Product: [CH3:1][O:2][C:3]([C:5]1([CH2:20][CH:19]=[CH2:18])[CH2:9][CH2:8][N:7]([C:10]([O:12][C:13]([CH3:16])([CH3:15])[CH3:14])=[O:11])[CH2:6]1)=[O:4]. The catalyst class is: 1. (3) Reactant: [CH3:1][S:2]([NH:5][C:6]1[CH:11]=[CH:10][C:9]([CH2:12][N:13]2[C:23](=[O:24])[C:22]3[N:25]4[C:15](=[CH:16][N:17]=[C:18]4[CH:19]=[CH:20][CH:21]=3)[C:14]2=[O:26])=[CH:8][CH:7]=1)(=[O:4])=[O:3].[ClH:27]. Product: [ClH:27].[CH3:1][S:2]([NH:5][C:6]1[CH:11]=[CH:10][C:9]([CH2:12][N:13]2[C:23](=[O:24])[C:22]3[N:25]4[C:15](=[CH:16][N:17]=[C:18]4[CH:19]=[CH:20][CH:21]=3)[C:14]2=[O:26])=[CH:8][CH:7]=1)(=[O:4])=[O:3]. The catalyst class is: 5. (4) Reactant: C[O:2][C:3](=O)[C@@H:4]([NH:11][C:12]([O:14][CH2:15][C:16]1[CH:21]=[CH:20][CH:19]=[CH:18][CH:17]=1)=[O:13])[CH2:5][CH2:6][C:7]([F:10])([F:9])[F:8].[Li+].[BH4-]. Product: [CH2:15]([O:14][C:12](=[O:13])[NH:11][C@H:4]([CH2:3][OH:2])[CH2:5][CH2:6][C:7]([F:10])([F:9])[F:8])[C:16]1[CH:21]=[CH:20][CH:19]=[CH:18][CH:17]=1. The catalyst class is: 1. (5) Reactant: [CH:1]1([CH2:6][C@H:7]([C:22]2[CH:27]=[CH:26][C:25]([S:28][CH:29]3[CH2:33][CH2:32][CH2:31][CH2:30]3)=[C:24]([Cl:34])[CH:23]=2)[C:8](N([C@H](C)[C@H](O)C2C=CC=CC=2)C)=[O:9])[CH2:5][CH2:4][CH2:3][CH2:2]1.S(=O)(=O)(O)[OH:36]. Product: [Cl:34][C:24]1[CH:23]=[C:22]([C@@H:7]([CH2:6][CH:1]2[CH2:5][CH2:4][CH2:3][CH2:2]2)[C:8]([OH:9])=[O:36])[CH:27]=[CH:26][C:25]=1[S:28][CH:29]1[CH2:33][CH2:32][CH2:31][CH2:30]1. The catalyst class is: 38. (6) Reactant: [C:1]([O:5][C:6](=[O:23])[C:7]([CH3:22])([S:9][C:10]1[S:11][CH:12]=[C:13]([CH2:15][CH2:16]OS(C)(=O)=O)[N:14]=1)[CH3:8])([CH3:4])([CH3:3])[CH3:2].[C:24]1(=[O:34])[NH:28][C:27](=[O:29])[C:26]2=[CH:30][CH:31]=[CH:32][CH:33]=[C:25]12.[K].O. Product: [C:1]([O:5][C:6](=[O:23])[C:7]([CH3:8])([S:9][C:10]1[S:11][CH:12]=[C:13]([CH2:15][CH2:16][N:28]2[C:27](=[O:29])[C:26]3=[CH:30][CH:31]=[CH:32][CH:33]=[C:25]3[C:24]2=[O:34])[N:14]=1)[CH3:22])([CH3:2])([CH3:3])[CH3:4]. The catalyst class is: 9.